This data is from Reaction yield outcomes from USPTO patents with 853,638 reactions. The task is: Predict the reaction yield, written as a fraction of the theoretical maximum amount of product (1.0 means a 100% yield; for example, 0.34 means a 34% yield). (1) The reactants are [OH:1][C:2]1[CH:3]=[C:4]([CH:7]=[CH:8][CH:9]=1)[CH:5]=[O:6].Cl[C:11]1[N:16]=[CH:15][CH:14]=[CH:13][N:12]=1.C([O-])([O-])=O.[K+].[K+].O. The catalyst is CS(C)=O. The product is [N:12]1[CH:13]=[CH:14][CH:15]=[N:16][C:11]=1[O:1][C:2]1[CH:3]=[C:4]([CH:7]=[CH:8][CH:9]=1)[CH:5]=[O:6]. The yield is 0.710. (2) The reactants are [H-].[Na+].[C:3]1([CH:10]=[CH:9][C:7]([OH:8])=[CH:6][CH:5]=1)[OH:4].[CH3:11][O:12][CH2:13]Cl.Cl. The catalyst is C1COCC1. The product is [CH3:11][O:12][CH2:13][O:4][C:3]1[CH:10]=[CH:9][C:7]([OH:8])=[CH:6][CH:5]=1. The yield is 0.210. (3) The reactants are [CH3:1][O:2][CH2:3][CH2:4][O:5][CH2:6][C:7]([NH2:9])=O.COC1C=CC(P2(SP(C3C=CC(OC)=CC=3)(=S)S2)=[S:19])=CC=1. The catalyst is C1COCC1. The product is [CH3:1][O:2][CH2:3][CH2:4][O:5][CH2:6][C:7](=[S:19])[NH2:9]. The yield is 0.860. (4) The reactants are Cl[C:2]1[N:3]=[C:4]([NH:15][CH2:16][C:17]2[N:18]=[CH:19][C:20]3[C:25]([CH:26]=2)=[CH:24][CH:23]=[CH:22][CH:21]=3)[C:5]2[CH2:10][N:9]([CH:11]([CH3:13])[CH3:12])[C:8](=[O:14])[C:6]=2[N:7]=1.[CH3:27][C@@H:28]1[CH2:33][NH:32][CH2:31][CH2:30][N:29]1[C:34]([O:36][C:37]([CH3:40])([CH3:39])[CH3:38])=[O:35].CCN(C(C)C)C(C)C. The catalyst is CCCCO. The product is [CH:11]([N:9]1[CH2:10][C:5]2[C:4]([NH:15][CH2:16][C:17]3[N:18]=[CH:19][C:20]4[C:25]([CH:26]=3)=[CH:24][CH:23]=[CH:22][CH:21]=4)=[N:3][C:2]([N:32]3[CH2:31][CH2:30][N:29]([C:34]([O:36][C:37]([CH3:40])([CH3:39])[CH3:38])=[O:35])[C@H:28]([CH3:27])[CH2:33]3)=[N:7][C:6]=2[C:8]1=[O:14])([CH3:13])[CH3:12]. The yield is 0.147. (5) The reactants are [Br:1][C:2]1[CH:6]=[CH:5][S:4][C:3]=1[CH:7]=O.Cl.[NH2:10][OH:11].[OH-].[Na+]. The catalyst is C(O)C.O. The product is [Br:1][C:2]1[CH:6]=[CH:5][S:4][C:3]=1[CH:7]=[N:10][OH:11]. The yield is 0.670.